Task: Predict the product of the given reaction.. Dataset: Forward reaction prediction with 1.9M reactions from USPTO patents (1976-2016) Given the reactants [CH3:1][O:2][C:3]1[CH:4]=[C:5]2[C:10](=[C:11]3[CH2:15][C:14]([CH3:17])([CH3:16])[O:13][C:12]=13)[C:9]([C:18]1[CH:19]=[C:20]([C:24]3[CH:29]=[CH:28][C:27]([NH2:30])=[CH:26][CH:25]=3)[CH:21]=[CH:22][CH:23]=1)=[N:8][C:7]([CH3:32])([CH3:31])[CH2:6]2.[CH3:33][N:34]=[C:35]=[O:36], predict the reaction product. The product is: [CH3:33][NH:34][C:35]([NH:30][C:27]1[CH:26]=[CH:25][C:24]([C:20]2[CH:21]=[CH:22][CH:23]=[C:18]([C:9]3[C:10]4[C:5](=[CH:4][C:3]([O:2][CH3:1])=[C:12]5[O:13][C:14]([CH3:17])([CH3:16])[CH2:15][C:11]5=4)[CH2:6][C:7]([CH3:32])([CH3:31])[N:8]=3)[CH:19]=2)=[CH:29][CH:28]=1)=[O:36].